This data is from Forward reaction prediction with 1.9M reactions from USPTO patents (1976-2016). The task is: Predict the product of the given reaction. Given the reactants C(OC([N:8]1[C:20]([CH3:24])([C:21]([OH:23])=[O:22])[CH2:19][C:18]2[C:17]3[C:12](=[CH:13][CH:14]=[CH:15][CH:16]=3)[N:11]([CH2:25][C:26]3[CH:31]=[CH:30][C:29]([F:32])=[CH:28][CH:27]=3)[C:10]=2[CH2:9]1)=O)(C)(C)C.Cl.C(N(CC)CC)C, predict the reaction product. The product is: [F:32][C:29]1[CH:30]=[CH:31][C:26]([CH2:25][N:11]2[C:12]3[C:17](=[CH:16][CH:15]=[CH:14][CH:13]=3)[C:18]3[CH2:19][C:20]([CH3:24])([C:21]([OH:23])=[O:22])[NH:8][CH2:9][C:10]2=3)=[CH:27][CH:28]=1.